The task is: Predict the reactants needed to synthesize the given product.. This data is from Full USPTO retrosynthesis dataset with 1.9M reactions from patents (1976-2016). (1) Given the product [CH3:25][O:24][CH2:23][CH:22]([NH:21][C:19]([N:6]1[CH2:7][C:8](=[O:18])[N:9]([CH2:10][O:11][CH2:12][CH2:13][Si:14]([CH3:17])([CH3:16])[CH3:15])[C:4]2[CH:3]=[C:2]([C:47]3[CH:40]=[CH:39][N:48]([CH3:52])[N:49]=3)[CH:38]=[N:37][C:5]1=2)=[O:20])[C:26]1[CH:31]=[CH:30][C:29]([O:32][C:33]([F:36])([F:35])[F:34])=[CH:28][CH:27]=1, predict the reactants needed to synthesize it. The reactants are: Br[C:2]1[CH:38]=[N:37][C:5]2[N:6]([C:19]([NH:21][CH:22]([C:26]3[CH:31]=[CH:30][C:29]([O:32][C:33]([F:36])([F:35])[F:34])=[CH:28][CH:27]=3)[CH2:23][O:24][CH3:25])=[O:20])[CH2:7][C:8](=[O:18])[N:9]([CH2:10][O:11][CH2:12][CH2:13][Si:14]([CH3:17])([CH3:16])[CH3:15])[C:4]=2[CH:3]=1.[CH3:39][C:40]1([CH3:47])C(C)(C)OBO1.[NH:48]1[CH:52]=CC=[N:49]1.P([O-])([O-])([O-])=O.[K+].[K+].[K+].C1(C)C=CC=CC=1. (2) The reactants are: [H-].[Na+].[OH:3][C@H:4]1[C@H:9]([CH2:10][O:11][S:12]([C:15]2[CH:20]=[CH:19][C:18]([CH3:21])=[CH:17][CH:16]=2)(=[O:14])=[O:13])[CH2:8][CH2:7][N:6]([C:22]([O:24][C:25]([CH3:28])([CH3:27])[CH3:26])=[O:23])[CH2:5]1.[CH3:29]I.O. Given the product [CH3:21][C:18]1[CH:19]=[CH:20][C:15]([S:12]([O:11][CH2:10][C@@H:9]2[CH2:8][CH2:7][N:6]([C:22]([O:24][C:25]([CH3:28])([CH3:27])[CH3:26])=[O:23])[CH2:5][C@H:4]2[O:3][CH3:29])(=[O:13])=[O:14])=[CH:16][CH:17]=1, predict the reactants needed to synthesize it. (3) Given the product [NH2:29][C:11]1[CH:10]=[C:9]([C:6]2[CH:5]=[CH:4][C:3]([O:2][CH3:1])=[CH:8][CH:7]=2)[CH:14]=[CH:13][C:12]=1[C:15]([NH:17][C:18]1([C:25]([O:27][CH3:28])=[O:26])[CH2:24][CH2:23][CH2:22][CH2:21][CH2:20][CH2:19]1)=[O:16], predict the reactants needed to synthesize it. The reactants are: [CH3:1][O:2][C:3]1[CH:8]=[CH:7][C:6]([C:9]2[CH:14]=[CH:13][C:12]([C:15]([NH:17][C:18]3([C:25]([O:27][CH3:28])=[O:26])[CH2:24][CH2:23][CH2:22][CH2:21][CH2:20][CH2:19]3)=[O:16])=[C:11]([N+:29]([O-])=O)[CH:10]=2)=[CH:5][CH:4]=1. (4) Given the product [Cl:1][C:2]1[NH:10][C:9]2[C:8](=[O:14])[N:7]([CH3:15])[C:6](=[O:16])[N:5]([CH2:24][CH2:25][CH2:26][C:27]([F:30])([F:29])[F:28])[C:4]=2[N:3]=1, predict the reactants needed to synthesize it. The reactants are: [Cl:1][C:2]1[N:10](CC=C)[C:9]2[C:8](=[O:14])[N:7]([CH3:15])[C:6](=[O:16])[NH:5][C:4]=2[N:3]=1.C(=O)([O-])[O-].[Cs+].[Cs+].Br[CH2:24][CH2:25][CH2:26][C:27]([F:30])([F:29])[F:28].N1CCOCC1.Cl. (5) The reactants are: [CH3:1][C:2]([CH3:15])([C:8](=[O:14])[N:9]1[CH2:13][CH2:12][CH2:11][CH2:10]1)[C:3]([O:5]CC)=[O:4].[OH-].[K+]. Given the product [CH3:1][C:2]([CH3:15])([C:8](=[O:14])[N:9]1[CH2:13][CH2:12][CH2:11][CH2:10]1)[C:3]([OH:5])=[O:4], predict the reactants needed to synthesize it. (6) Given the product [CH2:1]([N:3]1[CH:7]=[C:6]([C:8]2[NH:25][C:11]3=[N:12][CH:13]=[CH:14][C:15]([C:16]4[CH:23]=[CH:22][C:19]([CH2:20][NH:21][C:35]([C:33]5[O:34][C:30]([C:26]([CH3:29])([CH3:28])[CH3:27])=[N:31][N:32]=5)=[O:36])=[C:18]([F:24])[CH:17]=4)=[C:10]3[N:9]=2)[CH:5]=[N:4]1)[CH3:2], predict the reactants needed to synthesize it. The reactants are: [CH2:1]([N:3]1[CH:7]=[C:6]([C:8]2[NH:25][C:11]3=[N:12][CH:13]=[CH:14][C:15]([C:16]4[CH:23]=[CH:22][C:19]([CH2:20][NH2:21])=[C:18]([F:24])[CH:17]=4)=[C:10]3[N:9]=2)[CH:5]=[N:4]1)[CH3:2].[C:26]([C:30]1[O:34][C:33]([C:35](O)=[O:36])=[N:32][N:31]=1)([CH3:29])([CH3:28])[CH3:27].CCN(C(C)C)C(C)C.C(P1(=O)OP(=O)(CCC)OP(=O)(CCC)O1)CC. (7) Given the product [C:22]1([CH:28]([C:2]2[CH:3]=[N:4][C:5]([N:8]3[CH2:13][CH2:12][N:11]([C:14]([O:16][C:17]([CH3:20])([CH3:19])[CH3:18])=[O:15])[CH2:10][CH2:9]3)=[N:6][CH:7]=2)[CH3:29])[CH:27]=[CH:26][CH:25]=[CH:24][CH:23]=1, predict the reactants needed to synthesize it. The reactants are: Br[C:2]1[CH:3]=[N:4][C:5]([N:8]2[CH2:13][CH2:12][N:11]([C:14]([O:16][C:17]([CH3:20])([CH3:19])[CH3:18])=[O:15])[CH2:10][CH2:9]2)=[N:6][CH:7]=1.[Br-].[C:22]1([CH:28]([Zn+])[CH3:29])[CH:27]=[CH:26][CH:25]=[CH:24][CH:23]=1.C1(C(C2C=NC(N3CCNCC3)=NC=2)C)C=CC=CC=1.CO.ClCCl.